This data is from Experimentally validated miRNA-target interactions with 360,000+ pairs, plus equal number of negative samples. The task is: Binary Classification. Given a miRNA mature sequence and a target amino acid sequence, predict their likelihood of interaction. The miRNA is hsa-miR-888-5p with sequence UACUCAAAAAGCUGUCAGUCA. The protein sequence of the target gene is MFGPAKGRHFGVHPAPGFPGGVSQQAAGTKAGPAGAWPVGSRTDTMWRLRCKAKDGTHVLQGLSSRTRVRELQGQIAAITGIAPGGQRILVGYPPECLDLSNGDTILEDLPIQSGDMLIIEEDQTRPRSSPAFTKRGASSYVRETLPVLTRTVVPADNSCLFTSVYYVVEGGVLNPACAPEMRRLIAQIVASDPDFYSEAILGKTNQEYCDWIKRDDTWGGAIEISILSKFYQCEICVVDTQTVRIDRFGEDAGYTKRVLLIYDGIHYDPLQRNFPDPDTPPLTIFSSNDDIVLVQALEL.... Result: 1 (interaction).